Regression. Given a peptide amino acid sequence and an MHC pseudo amino acid sequence, predict their binding affinity value. This is MHC class II binding data. From a dataset of Peptide-MHC class II binding affinity with 134,281 pairs from IEDB. (1) The peptide sequence is SNPKFENIAEGLRAL. The MHC is HLA-DQA10501-DQB10201 with pseudo-sequence HLA-DQA10501-DQB10201. The binding affinity (normalized) is 0.643. (2) The peptide sequence is PRLLYAKSSPAYPSV. The binding affinity (normalized) is 0.548. The MHC is DRB1_0405 with pseudo-sequence DRB1_0405.